From a dataset of Catalyst prediction with 721,799 reactions and 888 catalyst types from USPTO. Predict which catalyst facilitates the given reaction. (1) Reactant: [CH3:1][C:2]1[N:6]=[C:5]([CH3:7])[S:4][C:3]=1/[CH:8]=[CH:9]/[C:10](N(C)C)=O.[N:15]1([C:20]2[CH:25]=[CH:24][C:23]([NH:26][C:27]([NH2:29])=[NH:28])=[CH:22][CH:21]=2)[CH2:19][CH2:18][CH2:17][CH2:16]1. Product: [CH3:7][C:5]1[S:4][C:3]([C:8]2[CH:9]=[CH:10][N:29]=[C:27]([NH:26][C:23]3[CH:22]=[CH:21][C:20]([N:15]4[CH2:19][CH2:18][CH2:17][CH2:16]4)=[CH:25][CH:24]=3)[N:28]=2)=[C:2]([CH3:1])[N:6]=1. The catalyst class is: 23. (2) Reactant: C(OC([N:8]1[CH2:12][CH2:11][CH2:10][C@H:9]1[C:13]1[NH:14][C:15]([C:18]2[CH:19]=[N:20][C:21]([C:24]3[CH:29]=[CH:28][C:27]([C:30]4[NH:31][C:32]([C@@H:35]5[CH2:39][CH2:38][CH2:37][N:36]5[C:40](=[O:53])[C@H:41]([NH:48][C:49]([O:51][CH3:52])=[O:50])[C:42]5[CH:47]=[CH:46][CH:45]=[CH:44][CH:43]=5)=[N:33][CH:34]=4)=[CH:26][CH:25]=3)=[N:22][CH:23]=2)=[CH:16][N:17]=1)=O)(C)(C)C.CO. Product: [CH3:52][O:51][C:49](=[O:50])[NH:48][C@H:41]([C:42]1[CH:43]=[CH:44][CH:45]=[CH:46][CH:47]=1)[C:40](=[O:53])[N:36]1[CH2:37][CH2:38][CH2:39][C@H:35]1[C:32]1[NH:31][C:30]([C:27]2[CH:28]=[CH:29][C:24]([C:21]3[N:22]=[CH:23][C:18]([C:15]4[NH:14][C:13]([C@@H:9]5[CH2:10][CH2:11][CH2:12][NH:8]5)=[N:17][CH:16]=4)=[CH:19][N:20]=3)=[CH:25][CH:26]=2)=[CH:34][N:33]=1. The catalyst class is: 28. (3) Reactant: [CH3:1][O:2][C:3]([C:5]1[NH:6][CH:7]=[CH:8][CH:9]=1)=[O:4].[F:10][C:11]([F:22])([F:21])[C:12]1[CH:17]=[CH:16][C:15]([C:18](=[O:20])[CH3:19])=[CH:14][CH:13]=1.C(=O)([O-])[O-].[Cs+].[Cs+]. Product: [CH3:1][O:2][C:3]([C:5]1[N:6]([CH2:19][C:18](=[O:20])[C:15]2[CH:14]=[CH:13][C:12]([C:11]([F:10])([F:21])[F:22])=[CH:17][CH:16]=2)[CH:7]=[CH:8][CH:9]=1)=[O:4]. The catalyst class is: 10. (4) Reactant: [Br:1][C:2]1[CH:10]=[CH:9][C:8]([C:11]([O:13][CH3:14])=[O:12])=[C:7]2[C:3]=1[CH:4]=[C:5](I)[N:6]2[S:15]([C:18]1[CH:24]=[CH:23][C:21]([CH3:22])=[CH:20][CH:19]=1)(=[O:17])=[O:16].O.CC1(C)C(C)(C)OB([C:35]2[CH2:36][N:37]([C:40]([O:42][C:43]([CH3:46])([CH3:45])[CH3:44])=[O:41])[CH2:38][CH:39]=2)O1.C([O-])([O-])=O.[Na+].[Na+]. Product: [Br:1][C:2]1[CH:10]=[CH:9][C:8]([C:11]([O:13][CH3:14])=[O:12])=[C:7]2[C:3]=1[CH:4]=[C:5]([C:39]1[CH2:38][N:37]([C:40]([O:42][C:43]([CH3:46])([CH3:45])[CH3:44])=[O:41])[CH2:36][CH:35]=1)[N:6]2[S:15]([C:18]1[CH:24]=[CH:23][C:21]([CH3:22])=[CH:20][CH:19]=1)(=[O:17])=[O:16]. The catalyst class is: 438. (5) Reactant: CO[C:3]([N:5]1[CH2:9][C@@H:8]([N:10]2[C:18]3[C:13](=[N:14][C:15]([C:20]4[C:21]([O:29][CH3:30])=[N:22][C:23]([CH:26]([CH3:28])[CH3:27])=[CH:24][CH:25]=4)=[C:16]([CH3:19])[CH:17]=3)[C:12]([CH3:31])=[CH:11]2)[C@@H:7]([O:32][CH2:33][CH2:34][F:35])[CH2:6]1)=O.[H-].[H-].[H-].[H-].[Li+].[Al+3]. Product: [F:35][CH2:34][CH2:33][O:32][C@H:7]1[CH2:6][N:5]([CH3:3])[CH2:9][C@H:8]1[N:10]1[C:18]2[C:13](=[N:14][C:15]([C:20]3[C:21]([O:29][CH3:30])=[N:22][C:23]([CH:26]([CH3:28])[CH3:27])=[CH:24][CH:25]=3)=[C:16]([CH3:19])[CH:17]=2)[C:12]([CH3:31])=[CH:11]1. The catalyst class is: 1.